From a dataset of CYP2C9 inhibition data for predicting drug metabolism from PubChem BioAssay. Regression/Classification. Given a drug SMILES string, predict its absorption, distribution, metabolism, or excretion properties. Task type varies by dataset: regression for continuous measurements (e.g., permeability, clearance, half-life) or binary classification for categorical outcomes (e.g., BBB penetration, CYP inhibition). Dataset: cyp2c9_veith. (1) The result is 0 (non-inhibitor). The compound is CN/C(=C\[N+](=O)[O-])NCCSCc1csc(CN(C)C)n1. (2) The compound is Cc1ccccc1-c1nc(NC2CC2)c2ccccc2n1. The result is 0 (non-inhibitor). (3) The molecule is CC(=O)N1CCC[C@@]2(CCN(c3ccccc3)C2)C1. The result is 0 (non-inhibitor). (4) The result is 0 (non-inhibitor). The molecule is COCCn1c(=O)c(CCc2ccccc2)nc2cnc(Nc3ccccc3)nc21.